From a dataset of NCI-60 drug combinations with 297,098 pairs across 59 cell lines. Regression. Given two drug SMILES strings and cell line genomic features, predict the synergy score measuring deviation from expected non-interaction effect. Drug 1: CN1C(=O)N2C=NC(=C2N=N1)C(=O)N. Drug 2: CC(C)NC(=O)C1=CC=C(C=C1)CNNC.Cl. Cell line: HCT116. Synergy scores: CSS=-2.62, Synergy_ZIP=0.997, Synergy_Bliss=-1.09, Synergy_Loewe=-2.92, Synergy_HSA=-3.45.